Dataset: Full USPTO retrosynthesis dataset with 1.9M reactions from patents (1976-2016). Task: Predict the reactants needed to synthesize the given product. (1) Given the product [CH3:15][C:16]1[CH:17]=[C:18]([NH:19][CH2:10][CH2:9][C:6]2[CH:7]=[N:8][C:3]([C:2]([F:14])([F:13])[F:1])=[CH:4][CH:5]=2)[CH:20]=[CH:21][C:22]=1[CH3:23], predict the reactants needed to synthesize it. The reactants are: [F:1][C:2]([F:14])([F:13])[C:3]1[N:8]=[CH:7][C:6]([CH2:9][C:10](O)=O)=[CH:5][CH:4]=1.[CH3:15][C:16]1[CH:17]=[C:18]([CH:20]=[CH:21][C:22]=1[CH3:23])[NH2:19].ON1C2C=CC=CC=2N=N1.Cl.CN(C)CCCN=C=NCC.C(N(CC)C(C)C)(C)C.B.O1CCCC1.Cl. (2) Given the product [C:1]([O:5][C:6]([N:8]1[CH2:12][CH2:11][CH2:10][C:9]1([CH2:34][CH2:35][CH3:36])[C:13]([C:15]1[CH:16]=[C:17]2[CH:23]=[CH:22][NH:21][C:18]2=[N:19][CH:20]=1)=[O:14])=[O:7])([CH3:4])([CH3:3])[CH3:2], predict the reactants needed to synthesize it. The reactants are: [C:1]([O:5][C:6]([N:8]1[CH2:12][CH2:11][CH2:10][C:9]1([CH2:34][CH2:35][CH3:36])[C:13]([C:15]1[CH:16]=[C:17]2[CH:23]=[CH:22][N:21]([Si](C(C)C)(C(C)C)C(C)C)[C:18]2=[N:19][CH:20]=1)=[O:14])=[O:7])([CH3:4])([CH3:3])[CH3:2].C[N+](C)(C)C.[F-]. (3) Given the product [F:13][C:14]1[CH:15]=[C:16]([C:47]2[CH:52]=[CH:51][CH:50]=[CH:49][C:48]=2[C:53]2[NH:3][C:4](=[O:7])[O:5][N:54]=2)[CH:17]=[CH:18][C:19]=1[CH2:20][C:21]1[C:22](=[O:46])[N:23]([C@H:34]2[CH2:39][CH2:38][C@H:37]([O:40][CH2:41][C:42]([OH:45])([CH3:44])[CH3:43])[CH2:36][CH2:35]2)[C:24]2[N:25]([N:30]=[C:31]([CH3:33])[N:32]=2)[C:26]=1[CH2:27][CH2:28][CH3:29], predict the reactants needed to synthesize it. The reactants are: [Cl-].O[NH3+:3].[C:4](=[O:7])([O-])[OH:5].[Na+].CS(C)=O.[F:13][C:14]1[CH:15]=[C:16]([C:47]2[C:48]([C:53]#[N:54])=[CH:49][CH:50]=[CH:51][CH:52]=2)[CH:17]=[CH:18][C:19]=1[CH2:20][C:21]1[C:22](=[O:46])[N:23]([C@H:34]2[CH2:39][CH2:38][C@H:37]([O:40][CH2:41][C:42]([OH:45])([CH3:44])[CH3:43])[CH2:36][CH2:35]2)[C:24]2[N:25]([N:30]=[C:31]([CH3:33])[N:32]=2)[C:26]=1[CH2:27][CH2:28][CH3:29]. (4) Given the product [CH3:1][O:2][C:3]([C:5]1[CH:6]([C:17]2[CH:22]=[CH:21][C:20]([F:23])=[CH:19][C:18]=2[Cl:24])[N:7]=[C:8]([C:12]2[S:13][CH:14]=[CH:15][N:16]=2)[NH:9][C:10]=1[CH2:11][Br:32])=[O:4], predict the reactants needed to synthesize it. The reactants are: [CH3:1][O:2][C:3]([C:5]1[CH:6]([C:17]2[CH:22]=[CH:21][C:20]([F:23])=[CH:19][C:18]=2[Cl:24])[N:7]=[C:8]([C:12]2[S:13][CH:14]=[CH:15][N:16]=2)[NH:9][C:10]=1[CH3:11])=[O:4].C1C(=O)N([Br:32])C(=O)C1. (5) Given the product [CH:1]([S:4]([C:5]1[CH:10]=[CH:9][CH:8]=[CH:7][C:6]=1[C:11]1[N:12]=[C:13]([C:18]2[O:19][C:20]([C:23]3[CH:28]=[CH:27][CH:26]=[CH:25][CH:24]=3)=[N:21][N:22]=2)[C:14]([NH2:17])=[N:15][CH:16]=1)=[O:37])([CH3:3])[CH3:2], predict the reactants needed to synthesize it. The reactants are: [CH:1]([S:4][C:5]1[CH:10]=[CH:9][CH:8]=[CH:7][C:6]=1[C:11]1[N:12]=[C:13]([C:18]2[O:19][C:20]([C:23]3[CH:28]=[CH:27][CH:26]=[CH:25][CH:24]=3)=[N:21][N:22]=2)[C:14]([NH2:17])=[N:15][CH:16]=1)([CH3:3])[CH3:2].ClC1C=C(C(OO)=[O:37])C=CC=1. (6) Given the product [CH3:22][CH:21]([CH3:23])[C:20]([C:2]1[S:1][CH:5]=[CH:4][C:3]=1[C:6]([OH:8])=[O:7])=[O:24], predict the reactants needed to synthesize it. The reactants are: [S:1]1[CH:5]=[CH:4][C:3]([C:6]([OH:8])=[O:7])=[CH:2]1.C([N-]C(C)C)(C)C.[Li+].CON(C)[C:20](=[O:24])[CH:21]([CH3:23])[CH3:22]. (7) Given the product [Br:6][C:7]1[CH:8]=[C:9]([CH2:14][C@@H:15]([OH:19])[C:16]([O:18][CH3:20])=[O:17])[CH:10]=[CH:11][C:12]=1[OH:13], predict the reactants needed to synthesize it. The reactants are: S(=O)(=O)(O)O.[Br:6][C:7]1[CH:8]=[C:9]([CH2:14][C@@H:15]([OH:19])[C:16]([OH:18])=[O:17])[CH:10]=[CH:11][C:12]=1[OH:13].[CH3:20]O.